Dataset: Forward reaction prediction with 1.9M reactions from USPTO patents (1976-2016). Task: Predict the product of the given reaction. (1) Given the reactants C(OC([NH:8][C@H:9]([CH2:33][C:34]1[CH:39]=[C:38]([F:40])[C:37]([F:41])=[CH:36][C:35]=1[F:42])[CH2:10][C:11]([N:13]1[CH2:19][CH2:18][CH2:17][NH:16][C:15](=[O:20])[C@H:14]1[CH2:21][C:22]1[CH:27]=[CH:26][C:25]([O:28][C:29]([F:32])([F:31])[F:30])=[CH:24][CH:23]=1)=[O:12])=O)(C)(C)C.[ClH:43], predict the reaction product. The product is: [ClH:43].[NH2:8][C@H:9]([CH2:33][C:34]1[CH:39]=[C:38]([F:40])[C:37]([F:41])=[CH:36][C:35]=1[F:42])[CH2:10][C:11]([N:13]1[CH2:19][CH2:18][CH2:17][NH:16][C:15](=[O:20])[C@H:14]1[CH2:21][C:22]1[CH:23]=[CH:24][C:25]([O:28][C:29]([F:30])([F:31])[F:32])=[CH:26][CH:27]=1)=[O:12]. (2) Given the reactants [Br:1][C:2]1[CH:9]=[CH:8][C:5]([C:6]#[N:7])=[C:4]([CH2:10][C:11]#[N:12])[CH:3]=1.ClC(Cl)C(O)=O.[BrH:19], predict the reaction product. The product is: [Br:19][C:6]1[C:5]2[C:4](=[CH:3][C:2]([Br:1])=[CH:9][CH:8]=2)[CH:10]=[C:11]([NH2:12])[N:7]=1. (3) The product is: [CH3:23][N:24]1[CH2:29][CH2:28][N:27]([C:2]2[N:7]=[CH:6][N:5]=[C:4]([NH:8][N:9]=[C:10]([C:17]3[CH:22]=[CH:21][CH:20]=[CH:19][CH:18]=3)[C:11]3[CH:16]=[CH:15][CH:14]=[CH:13][CH:12]=3)[CH:3]=2)[CH2:26][CH2:25]1. Given the reactants Cl[C:2]1[N:7]=[CH:6][N:5]=[C:4]([NH:8][N:9]=[C:10]([C:17]2[CH:22]=[CH:21][CH:20]=[CH:19][CH:18]=2)[C:11]2[CH:16]=[CH:15][CH:14]=[CH:13][CH:12]=2)[CH:3]=1.[CH3:23][N:24]1[CH2:29][CH2:28][NH:27][CH2:26][CH2:25]1.C1(P(C2CCCCC2)C2C=CC=CC=2C2C(C(C)C)=CC(C(C)C)=CC=2C(C)C)CCCCC1.C(=O)([O-])[O-].[Cs+].[Cs+], predict the reaction product. (4) Given the reactants C1(P(C2C=CC=CC=2)C2C=CC=CC=2)C=CC=CC=1.ClC(Cl)(Cl)C(Cl)(Cl)Cl.[Cl:28][C:29]1[CH:39]=[C:38]([C:40]([NH:42][CH:43]([CH3:46])[CH:44]=[O:45])=O)[CH:37]=[CH:36][C:30]=1[C:31]([O:33][CH2:34][CH3:35])=[O:32].N1C=CC=CC=1, predict the reaction product. The product is: [Cl:28][C:29]1[CH:39]=[C:38]([C:40]2[O:45][CH:44]=[C:43]([CH3:46])[N:42]=2)[CH:37]=[CH:36][C:30]=1[C:31]([O:33][CH2:34][CH3:35])=[O:32]. (5) Given the reactants [Cl:1][C:2]1[CH:24]=[CH:23][C:5]([CH2:6][NH:7][C:8]([C:10]2[C:11](=[O:22])[C:12]3[CH:19]=[C:18]([CH2:20]Cl)[S:17][C:13]=3[N:14]([CH3:16])[CH:15]=2)=[O:9])=[CH:4][CH:3]=1.[O:25]1[C:29]2[CH:30]=[CH:31][CH:32]=[CH:33][C:28]=2[CH:27]=[C:26]1[CH:34]([OH:38])[CH2:35][NH:36][CH3:37].C(N(CC)C(C)C)(C)C.CN(C)C=O, predict the reaction product. The product is: [O:25]1[C:29]2[CH:30]=[CH:31][CH:32]=[CH:33][C:28]=2[CH:27]=[C:26]1[CH:34]([OH:38])[CH2:35][N:36]([CH2:20][C:18]1[S:17][C:13]2[N:14]([CH3:16])[CH:15]=[C:10]([C:8]([NH:7][CH2:6][C:5]3[CH:23]=[CH:24][C:2]([Cl:1])=[CH:3][CH:4]=3)=[O:9])[C:11](=[O:22])[C:12]=2[CH:19]=1)[CH3:37]. (6) Given the reactants [NH2:1][C:2]1[CH:7]=[CH:6][N:5]=[CH:4][N:3]=1.CS[C:10]1[S:11]/[C:12](=[CH:16]\[C:17]2[CH:18]=[C:19]3[C:24](=[CH:25][CH:26]=2)[N:23]=[CH:22][CH:21]=[CH:20]3)/[C:13](=[O:15])[N:14]=1, predict the reaction product. The product is: [N:5]1[CH:6]=[CH:7][C:2]([NH:1][C:10]2[S:11]/[C:12](=[CH:16]\[C:17]3[CH:18]=[C:19]4[C:24](=[CH:25][CH:26]=3)[N:23]=[CH:22][CH:21]=[CH:20]4)/[C:13](=[O:15])[N:14]=2)=[N:3][CH:4]=1. (7) Given the reactants [CH2:1]([N:8]1[CH2:33][CH2:32][C:11]2[N:12]=[C:13](Cl)[N:14]=[C:15]([N:16]3[C@H:21]([CH3:22])[CH2:20][N:19]([C:23]([O:25][C:26]([CH3:29])([CH3:28])[CH3:27])=[O:24])[C@@H:18]([CH3:30])[CH2:17]3)[C:10]=2[CH2:9]1)[C:2]1[CH:7]=[CH:6][CH:5]=[CH:4][CH:3]=1.[CH3:34][C:35]1[CH:40]=[CH:39][CH:38]=[C:37]([CH3:41])[C:36]=1B(O)O.C(=O)([O-])[O-].[Na+].[Na+], predict the reaction product. The product is: [CH2:1]([N:8]1[CH2:33][CH2:32][C:11]2[N:12]=[C:13]([C:36]3[C:37]([CH3:41])=[CH:38][CH:39]=[CH:40][C:35]=3[CH3:34])[N:14]=[C:15]([N:16]3[C@H:21]([CH3:22])[CH2:20][N:19]([C:23]([O:25][C:26]([CH3:29])([CH3:28])[CH3:27])=[O:24])[C@@H:18]([CH3:30])[CH2:17]3)[C:10]=2[CH2:9]1)[C:2]1[CH:7]=[CH:6][CH:5]=[CH:4][CH:3]=1.